From a dataset of Catalyst prediction with 721,799 reactions and 888 catalyst types from USPTO. Predict which catalyst facilitates the given reaction. Reactant: C(OC(=O)[NH:7][C:8]1[CH:13]=[CH:12][C:11]([C:14]2[CH:19]=[CH:18][CH:17]=[CH:16][C:15]=2[C:20]([F:23])([F:22])[F:21])=[CH:10][C:9]=1[NH:24]C(OC(C)(C)C)=O)(C)(C)C.C(O)(C(F)(F)F)=O. Product: [F:21][C:20]([F:22])([F:23])[C:15]1[CH:16]=[CH:17][CH:18]=[CH:19][C:14]=1[C:11]1[CH:12]=[CH:13][C:8]([NH2:7])=[C:9]([NH2:24])[CH:10]=1. The catalyst class is: 2.